This data is from Catalyst prediction with 721,799 reactions and 888 catalyst types from USPTO. The task is: Predict which catalyst facilitates the given reaction. The catalyst class is: 1. Product: [CH3:38][N:39]([CH3:46])[CH2:40]/[CH:41]=[CH:42]/[C:43]([NH:1][C:2]1[CH:3]=[CH:4][C:5]([O:27][CH3:28])=[C:6]([NH:8][C:9]2[N:10]=[CH:11][C:12]3[CH2:18][N:17]([C:19]4[CH:24]=[CH:23][CH:22]=[CH:21][CH:20]=4)[C:16](=[O:25])[N:15]([CH3:26])[C:13]=3[N:14]=2)[CH:7]=1)=[O:44]. Reactant: [NH2:1][C:2]1[CH:3]=[CH:4][C:5]([O:27][CH3:28])=[C:6]([NH:8][C:9]2[N:14]=[C:13]3[N:15]([CH3:26])[C:16](=[O:25])[N:17]([C:19]4[CH:24]=[CH:23][CH:22]=[CH:21][CH:20]=4)[CH2:18][C:12]3=[CH:11][N:10]=2)[CH:7]=1.CCN(C(C)C)C(C)C.[CH3:38][N:39]([CH3:46])[CH2:40]/[CH:41]=[CH:42]/[C:43](Cl)=[O:44].C(O)(C(F)(F)F)=O.